This data is from Forward reaction prediction with 1.9M reactions from USPTO patents (1976-2016). The task is: Predict the product of the given reaction. (1) Given the reactants [NH2:1][C:2]1[N:34]=[C:5]2[C:6]([C:24]3[CH:29]=[CH:28][CH:27]=[C:26]([C:30]([F:33])([F:32])[F:31])[CH:25]=3)=[C:7]([CH3:23])[C:8]([C:10]3[N:14]([C:15]4[CH:22]=[CH:21][C:18]([C:19]#[N:20])=[CH:17][CH:16]=4)[N:13]=[CH:12][CH:11]=3)=[CH:9][N:4]2[N:3]=1.[CH3:35][N:36]([CH3:41])[CH2:37][C:38](O)=[O:39].C(N(CC)CC)C.CN(C(ON1N=NC2C=CC=NC1=2)=[N+](C)C)C.F[P-](F)(F)(F)(F)F, predict the reaction product. The product is: [C:19]([C:18]1[CH:17]=[CH:16][C:15]([N:14]2[C:10]([C:8]3[C:7]([CH3:23])=[C:6]([C:24]4[CH:29]=[CH:28][CH:27]=[C:26]([C:30]([F:32])([F:33])[F:31])[CH:25]=4)[C:5]4[N:4]([N:3]=[C:2]([NH:1][C:38](=[O:39])[CH2:37][N:36]([CH3:41])[CH3:35])[N:34]=4)[CH:9]=3)=[CH:11][CH:12]=[N:13]2)=[CH:22][CH:21]=1)#[N:20]. (2) Given the reactants Br[C:2]1[C:7]([F:8])=[CH:6][C:5]([Cl:9])=[CH:4][N:3]=1.[C:10]([Cu])#[N:11], predict the reaction product. The product is: [Cl:9][C:5]1[CH:6]=[C:7]([F:8])[C:2]([C:10]#[N:11])=[N:3][CH:4]=1.